Dataset: Peptide-MHC class I binding affinity with 185,985 pairs from IEDB/IMGT. Task: Regression. Given a peptide amino acid sequence and an MHC pseudo amino acid sequence, predict their binding affinity value. This is MHC class I binding data. (1) The peptide sequence is RTLHPFGCK. The MHC is HLA-A03:01 with pseudo-sequence HLA-A03:01. The binding affinity (normalized) is 0.738. (2) The peptide sequence is VTLFSNLGY. The MHC is HLA-A68:02 with pseudo-sequence HLA-A68:02. The binding affinity (normalized) is 0.0847. (3) The binding affinity (normalized) is 0.213. The peptide sequence is SQYDPKELL. The MHC is HLA-A01:01 with pseudo-sequence HLA-A01:01. (4) The peptide sequence is AILAGEHKC. The MHC is HLA-B46:01 with pseudo-sequence HLA-B46:01. The binding affinity (normalized) is 0.0847. (5) The peptide sequence is VWAPLILAYFPVF. The MHC is HLA-B08:01 with pseudo-sequence HLA-B08:01. The binding affinity (normalized) is 0.126.